This data is from Forward reaction prediction with 1.9M reactions from USPTO patents (1976-2016). The task is: Predict the product of the given reaction. (1) Given the reactants [F:1][C:2]1[CH:3]=[C:4]([C@H:10](O)[CH3:11])[CH:5]=[C:6]([F:9])[C:7]=1[F:8].C1C=CC(OP(OC2C=CC=CC=2)([N:22]=[N+:23]=[N-:24])=O)=CC=1.O, predict the reaction product. The product is: [N:22]([C@H:10]([C:4]1[CH:5]=[C:6]([F:9])[C:7]([F:8])=[C:2]([F:1])[CH:3]=1)[CH3:11])=[N+:23]=[N-:24]. (2) The product is: [CH2:18]([N:2]1[C:3]([C:9]([OH:10])=[O:13])=[C:4]2[CH2:8][CH2:7][CH2:6][C:5]2=[N:1]1)[C:19]1[CH:24]=[CH:23][CH:22]=[CH:21][CH:20]=1. Given the reactants [NH:1]1[C:5]2[CH2:6][CH2:7][CH2:8][C:4]=2[C:3]([C:9](N)=[O:10])=[N:2]1.C([O-])([O-])=[O:13].[K+].[K+].[CH2:18](Br)[C:19]1[CH:24]=[CH:23][CH:22]=[CH:21][CH:20]=1, predict the reaction product. (3) Given the reactants [NH2:1][C:2]1[CH:10]=[CH:9][C:5]2[NH:6][CH:7]=[N:8][C:4]=2[CH:3]=1.[N:11]([C:14]1[CH:19]=[CH:18][C:17]([O:20][CH3:21])=[CH:16][CH:15]=1)=[C:12]=[S:13], predict the reaction product. The product is: [NH:6]1[C:5]2[CH:9]=[CH:10][C:2]([NH:1][C:12]([NH:11][C:14]3[CH:19]=[CH:18][C:17]([O:20][CH3:21])=[CH:16][CH:15]=3)=[S:13])=[CH:3][C:4]=2[N:8]=[CH:7]1. (4) Given the reactants [OH:1][C:2]1[CH:3]=[C:4]2[C:8](=[C:9]([N:11]([CH3:21])[S:12]([C:15]3[CH:20]=[CH:19][CH:18]=[CH:17][N:16]=3)(=[O:14])=[O:13])[CH:10]=1)[NH:7][C:6]([C:22]1[S:23][CH:24]([CH2:27][N:28]3[CH2:33][CH2:32][S:31][CH2:30][CH2:29]3)[CH2:25][N:26]=1)=[CH:5]2.C(=O)([O-])[O-].[K+].[K+].Br[CH2:41][C:42]([O:44][CH2:45][CH3:46])=[O:43], predict the reaction product. The product is: [CH3:21][N:11]([S:12]([C:15]1[CH:20]=[CH:19][CH:18]=[CH:17][N:16]=1)(=[O:14])=[O:13])[C:9]1[CH:10]=[C:2]([O:1][CH2:41][C:42]([O:44][CH2:45][CH3:46])=[O:43])[CH:3]=[C:4]2[C:8]=1[NH:7][C:6]([C:22]1[S:23][CH:24]([CH2:27][N:28]3[CH2:33][CH2:32][S:31][CH2:30][CH2:29]3)[CH2:25][N:26]=1)=[CH:5]2. (5) The product is: [CH3:2][C:3]1[CH:8]=[CH:7][CH:6]=[CH:5][C:4]=1[N:9]1[C:20](=[O:19])[C:21]([C:22]([O:24][CH2:25][CH3:26])=[O:23])=[CH:27][NH:10]1. Given the reactants Cl.[CH3:2][C:3]1[CH:8]=[CH:7][CH:6]=[CH:5][C:4]=1[NH:9][NH2:10].C(=O)([O-])[O-].[K+].[K+].C([O:19][CH:20]=[C:21]([C:27](OCC)=O)[C:22]([O:24][CH2:25][CH3:26])=[O:23])C, predict the reaction product. (6) Given the reactants F[C:2]1[CH:3]=[CH:4][C:5]([C:12]([F:15])([F:14])[F:13])=[C:6]([CH2:8][C:9]([OH:11])=[O:10])[CH:7]=1.[CH2:16]([OH:23])[C:17]1[CH:22]=[CH:21][CH:20]=[CH:19][CH:18]=1, predict the reaction product. The product is: [CH2:16]([O:23][C:2]1[CH:3]=[CH:4][C:5]([C:12]([F:15])([F:14])[F:13])=[C:6]([CH2:8][C:9]([OH:11])=[O:10])[CH:7]=1)[C:17]1[CH:22]=[CH:21][CH:20]=[CH:19][CH:18]=1. (7) Given the reactants [N+]12([S:9]([N-:12][C:13]([O:15][C:16]([CH3:19])([CH3:18])[CH3:17])=[O:14])(=[O:11])=[O:10])CCN(CC1)CC2.N12CCN(CC1)CC2.Cl.[Cl:29][C:30]1[CH:31]=[C:32]2[C:36](=[CH:37][CH:38]=1)[C@@H:35]([NH:39][C:40]1[N:45]=[CH:44][N:43]=[C:42]([O:46][C@H:47]3[CH2:51][C@H:50]([OH:52])[C@H:49]([CH2:53][OH:54])[CH2:48]3)[CH:41]=1)[C@@H:34]([O:55][CH3:56])[CH2:33]2.O, predict the reaction product. The product is: [Cl:29][C:30]1[CH:31]=[C:32]2[C:36](=[CH:37][CH:38]=1)[C@@H:35]([NH:39][C:40]1[N:45]=[CH:44][N:43]=[C:42]([O:46][C@@H:47]3[CH2:48][C@@H:49]([CH2:53][O:54][S:9]([NH:12][C:13](=[O:14])[O:15][C:16]([CH3:17])([CH3:18])[CH3:19])(=[O:10])=[O:11])[C@@H:50]([OH:52])[CH2:51]3)[CH:41]=1)[C@@H:34]([O:55][CH3:56])[CH2:33]2. (8) Given the reactants [CH:1]([C:3]1[CH:4]=[C:5]([CH:9]=[CH:10][CH:11]=1)[C:6]([OH:8])=[O:7])=O.[OH:12][C:13]1[CH:18]=[CH:17][C:16]([C:19](=[O:21])[CH3:20])=[CH:15][C:14]=1[CH3:22].[OH-].[K+].Cl, predict the reaction product. The product is: [OH:12][C:13]1[CH:18]=[CH:17][C:16]([C:19](=[O:21])/[CH:20]=[CH:1]/[C:3]2[CH:4]=[C:5]([CH:9]=[CH:10][CH:11]=2)[C:6]([OH:8])=[O:7])=[CH:15][C:14]=1[CH3:22]. (9) Given the reactants [Cl:1][C:2]1[CH:7]=[CH:6][N:5]=[C:4]([CH3:8])[CH:3]=1.[NH2:9][CH2:10][CH2:11][CH2:12][NH2:13], predict the reaction product. The product is: [ClH:1].[CH3:8][C:4]1[CH:3]=[C:2]([NH:9][CH2:10][CH2:11][CH2:12][NH2:13])[CH:7]=[CH:6][N:5]=1. (10) The product is: [Cl:14][C:15]1[CH:20]=[CH:19][C:18]([S:8]([Cl:11])(=[O:10])=[O:9])=[CH:17][C:16]=1[F:22]. Given the reactants FC1C=CC([S:8]([Cl:11])(=[O:10])=[O:9])=CC=1OC.[Cl:14][C:15]1[CH:20]=[CH:19][C:18](N)=[CH:17][C:16]=1[F:22], predict the reaction product.